This data is from Forward reaction prediction with 1.9M reactions from USPTO patents (1976-2016). The task is: Predict the product of the given reaction. Given the reactants [Br:1][C:2]1[CH:7]=[CH:6][C:5]([CH:8]([CH3:12])[C:9]([OH:11])=O)=[CH:4][CH:3]=1.CC[N:15]([CH:19]([CH3:21])[CH3:20])C(C)C.CN(C(ON1N=NC2C=CC=CC1=2)=[N+](C)C)C.[B-](F)(F)(F)F.C1(N)CC1, predict the reaction product. The product is: [Br:1][C:2]1[CH:3]=[CH:4][C:5]([CH:8]([CH3:12])[C:9]([NH:15][CH:19]2[CH2:21][CH2:20]2)=[O:11])=[CH:6][CH:7]=1.